Dataset: Catalyst prediction with 721,799 reactions and 888 catalyst types from USPTO. Task: Predict which catalyst facilitates the given reaction. Reactant: [Br:1][C:2]1[CH:3]=[CH:4][C:5]([O:26][CH2:27][CH:28]([CH3:30])[CH3:29])=[C:6]([CH2:8][N:9]2[C:13]([CH3:14])=[CH:12][C:11]([NH:15][C:16](=[O:25])[C:17]3[CH:22]=[CH:21][C:20]([CH:23]=O)=[CH:19][CH:18]=3)=[N:10]2)[CH:7]=1.[NH:31]1[CH2:36][CH2:35][CH2:34][CH2:33][CH2:32]1.C(O[BH-](OC(=O)C)OC(=O)C)(=O)C.[Na+].C(O)(=O)C. Product: [Br:1][C:2]1[CH:3]=[CH:4][C:5]([O:26][CH2:27][CH:28]([CH3:29])[CH3:30])=[C:6]([CH2:8][N:9]2[C:13]([CH3:14])=[CH:12][C:11]([NH:15][C:16](=[O:25])[C:17]3[CH:22]=[CH:21][C:20]([CH2:23][N:31]4[CH2:36][CH2:35][CH2:34][CH2:33][CH2:32]4)=[CH:19][CH:18]=3)=[N:10]2)[CH:7]=1. The catalyst class is: 2.